Dataset: Reaction yield outcomes from USPTO patents with 853,638 reactions. Task: Predict the reaction yield, written as a fraction of the theoretical maximum amount of product (1.0 means a 100% yield; for example, 0.34 means a 34% yield). The reactants are [CH3:1][C:2]([C:4]1[C:9]([O:10][CH3:11])=[CH:8][CH:7]=[CH:6][C:5]=1[OH:12])=[O:3].S(Cl)([Cl:16])(=O)=O. The catalyst is C(OCC)C. The product is [Cl:16][C:8]1[C:9]([O:10][CH3:11])=[C:4]([C:2](=[O:3])[CH3:1])[C:5]([OH:12])=[CH:6][CH:7]=1. The yield is 0.930.